From a dataset of CYP2C19 inhibition data for predicting drug metabolism from PubChem BioAssay. Regression/Classification. Given a drug SMILES string, predict its absorption, distribution, metabolism, or excretion properties. Task type varies by dataset: regression for continuous measurements (e.g., permeability, clearance, half-life) or binary classification for categorical outcomes (e.g., BBB penetration, CYP inhibition). Dataset: cyp2c19_veith. (1) The result is 0 (non-inhibitor). The molecule is Cc1nonc1NC(=O)N1CCCC1. (2) The drug is O=C1/C(=C/c2cccnc2)SC(=S)N1Cc1ccco1. The result is 1 (inhibitor).